From a dataset of Forward reaction prediction with 1.9M reactions from USPTO patents (1976-2016). Predict the product of the given reaction. (1) The product is: [CH2:1]([O:8][C:9]1[CH:18]=[C:17]2[C:12]([C:13]([O:19][C:20]3[CH:25]=[CH:24][C:23]([NH2:26])=[CH:22][C:21]=3[F:29])=[CH:14][CH:15]=[N:16]2)=[CH:11][C:10]=1[O:30][CH3:31])[C:2]1[CH:7]=[CH:6][CH:5]=[CH:4][CH:3]=1. Given the reactants [CH2:1]([O:8][C:9]1[CH:18]=[C:17]2[C:12]([C:13]([O:19][C:20]3[CH:25]=[CH:24][C:23]([N+:26]([O-])=O)=[CH:22][C:21]=3[F:29])=[CH:14][CH:15]=[N:16]2)=[CH:11][C:10]=1[O:30][CH3:31])[C:2]1[CH:7]=[CH:6][CH:5]=[CH:4][CH:3]=1.C([O-])(=O)C.[NH4+], predict the reaction product. (2) Given the reactants C([O:8][CH2:9][C:10]([N:12]([C:14]1[CH:19]=[CH:18][C:17]([NH:20][C:21]2[N:22]=[C:23]([NH:30][CH:31]3[CH2:33][CH2:32]3)[C:24]3[CH:29]=[CH:28][NH:27][C:25]=3[N:26]=2)=[CH:16][CH:15]=1)[CH3:13])=[O:11])C1C=CC=CC=1, predict the reaction product. The product is: [CH:31]1([NH:30][C:23]2[C:24]3[CH:29]=[CH:28][NH:27][C:25]=3[N:26]=[C:21]([NH:20][C:17]3[CH:16]=[CH:15][C:14]([N:12]([CH3:13])[C:10](=[O:11])[CH2:9][OH:8])=[CH:19][CH:18]=3)[N:22]=2)[CH2:32][CH2:33]1. (3) Given the reactants C([O:5][C:6]([C@H:8]1[CH2:12][CH2:11][CH2:10][N:9]1[C:13](=[O:39])[CH2:14][O:15][C:16]1[CH:21]=[CH:20][C:19]([O:22][CH2:23][C:24]([N:26]2[CH2:30][CH2:29][CH2:28][C@@H:27]2[C:31]([O:33]C(C)(C)C)=[O:32])=[O:25])=[CH:18][C:17]=1[Cl:38])=[O:7])(C)(C)C, predict the reaction product. The product is: [C:31]([C@H:27]1[CH2:28][CH2:29][CH2:30][N:26]1[C:24](=[O:25])[CH2:23][O:22][C:19]1[CH:20]=[CH:21][C:16]([O:15][CH2:14][C:13]([N:9]2[CH2:10][CH2:11][CH2:12][C@@H:8]2[C:6]([OH:7])=[O:5])=[O:39])=[C:17]([Cl:38])[CH:18]=1)([OH:33])=[O:32]. (4) Given the reactants C(=O)([O-])[O-:2].[Ca+2:5].[CH3:6][C@@H:7]([C@@H:38]([OH:40])[CH3:39])[C@@H:8]1[O:10][C@H:9]1[CH2:11][C@@H:12]1[C@@H:17]([OH:18])[C@@H:16]([OH:19])[C@H:15]([CH2:20]/[C:21](/[CH3:37])=[CH:22]/[C:23]([O:25][CH2:26][CH2:27][CH2:28][CH2:29][CH2:30][CH2:31][CH2:32][CH2:33][C:34]([OH:36])=[O:35])=[O:24])[O:14][CH2:13]1, predict the reaction product. The product is: [CH3:6][C@H:7]([C@H:8]1[C@H:9]([CH2:11][C@H:12]2[CH2:13][O:14][C@@H:15]([CH2:20]/[C:21](/[CH3:37])=[CH:22]/[C:23]([O:25][CH2:26][CH2:27][CH2:28][CH2:29][CH2:30][CH2:31][CH2:32][CH2:33][C:34]([O-:36])=[O:35])=[O:24])[C@H:16]([OH:19])[C@@H:17]2[OH:18])[O:10]1)[C@H:38]([CH3:39])[OH:40].[CH3:6][C@H:7]([C@H:8]1[C@H:9]([CH2:11][C@H:12]2[CH2:13][O:14][C@@H:15]([CH2:20]/[C:21](/[CH3:37])=[CH:22]/[C:23]([O:25][CH2:26][CH2:27][CH2:28][CH2:29][CH2:30][CH2:31][CH2:32][CH2:33][C:34]([O-:36])=[O:35])=[O:24])[C@H:16]([OH:19])[C@@H:17]2[OH:18])[O:10]1)[C@H:38]([CH3:39])[OH:40].[OH2:2].[OH2:2].[Ca+2:5]. (5) Given the reactants [CH2:1]([O:3][C:4]([C:6]1[N:7]=[C:8](Cl)[O:9][CH:10]=1)=[O:5])[CH3:2].[CH2:12]([NH:14][C:15]([C:17]1[CH:22]=[CH:21][C:20](B(O)O)=[CH:19][CH:18]=1)=[O:16])[CH3:13], predict the reaction product. The product is: [CH2:1]([O:3][C:4]([C:6]1[N:7]=[C:8]([C:20]2[CH:21]=[CH:22][C:17]([C:15](=[O:16])[NH:14][CH2:12][CH3:13])=[CH:18][CH:19]=2)[O:9][CH:10]=1)=[O:5])[CH3:2]. (6) Given the reactants C[O:2][C:3](=[O:22])[CH2:4][CH:5]1[C:18]2[C:13](=[CH:14][CH:15]=[CH:16][CH:17]=2)[C:12]2[CH:11]=[CH:10][CH:9]=[CH:8][C:7]=2[N:6]1[C:19](=[O:21])[CH3:20].C(O)(=O)CC(CC(O)=O)(C(O)=O)O, predict the reaction product. The product is: [C:19]([N:6]1[CH:5]([CH2:4][C:3]([OH:22])=[O:2])[C:18]2[C:13](=[CH:14][CH:15]=[CH:16][CH:17]=2)[C:12]2[CH:11]=[CH:10][CH:9]=[CH:8][C:7]1=2)(=[O:21])[CH3:20]. (7) Given the reactants [CH3:1][O:2][C:3]1[CH:8]=[CH:7][C:6]([C:9]2[CH:14]=[CH:13][N:12]=[C:11]3[NH:15][C:16]([C:18]4[CH:27]=[CH:26][C:21]([C:22]([O:24]C)=[O:23])=[CH:20][CH:19]=4)=[N:17][C:10]=23)=[CH:5][CH:4]=1.[OH-].[Li+].Cl, predict the reaction product. The product is: [CH3:1][O:2][C:3]1[CH:4]=[CH:5][C:6]([C:9]2[CH:14]=[CH:13][N:12]=[C:11]3[NH:15][C:16]([C:18]4[CH:27]=[CH:26][C:21]([C:22]([OH:24])=[O:23])=[CH:20][CH:19]=4)=[N:17][C:10]=23)=[CH:7][CH:8]=1.